From a dataset of Catalyst prediction with 721,799 reactions and 888 catalyst types from USPTO. Predict which catalyst facilitates the given reaction. (1) Reactant: [CH3:1][O:2][C:3]([C:5]1[S:9][C:8]2[CH:10]=[C:11]([CH:14]=O)[CH:12]=[CH:13][C:7]=2[C:6]=1[O:16][CH2:17][C:18]([O:20][CH3:21])=[O:19])=[O:4].[C:22](Br)(Br)([Br:24])[Br:23].C1(P(C2C=CC=CC=2)C2C=CC=CC=2)C=CC=CC=1. Product: [CH3:1][O:2][C:3]([C:5]1[S:9][C:8]2[CH:10]=[C:11]([CH:14]=[C:22]([Br:24])[Br:23])[CH:12]=[CH:13][C:7]=2[C:6]=1[O:16][CH2:17][C:18]([O:20][CH3:21])=[O:19])=[O:4]. The catalyst class is: 4. (2) Product: [Cl:1][C:2]1[CH:7]=[CH:6][CH:5]=[CH:4][C:3]=1[C:8]1[C:9]2[C:13]([CH:14]=[CH:15][CH:16]=1)=[N:12][N:11]1[C:26]([CH:28]3[CH2:33][CH2:32][N:31]([C:34]([O:36][C:37]([CH3:40])([CH3:39])[CH3:38])=[O:35])[CH2:30][CH2:29]3)=[CH:22][C:21](=[O:20])[NH:17][C:10]=21. The catalyst class is: 10. Reactant: [Cl:1][C:2]1[CH:7]=[CH:6][CH:5]=[CH:4][C:3]=1[C:8]1[CH:16]=[CH:15][CH:14]=[C:13]2[C:9]=1[C:10]([NH2:17])=[N:11][NH:12]2.CC1(C)OC(=O)[CH:22]([C:26]([CH:28]2[CH2:33][CH2:32][N:31]([C:34]([O:36][C:37]([CH3:40])([CH3:39])[CH3:38])=[O:35])[CH2:30][CH2:29]2)=O)[C:21](=O)[O:20]1.P([O-])([O-])([O-])=O.[K+].[K+].[K+]. (3) Reactant: [Br:1][C:2]1[CH:3]=[C:4]([CH2:8][CH2:9]/[C:10](/[CH3:18])=[CH:11]/[C:12]([N:14]([C:16]#[N:17])[CH3:15])=[O:13])[CH:5]=[CH:6][CH:7]=1.[CH3:19][O:20][C:21]1[CH:28]=[CH:27][C:24]([CH2:25][NH2:26])=[CH:23][CH:22]=1. Product: [Br:1][C:2]1[CH:3]=[C:4]([CH2:8][CH2:9][C:10]2([CH3:18])[N:26]([CH2:25][C:24]3[CH:27]=[CH:28][C:21]([O:20][CH3:19])=[CH:22][CH:23]=3)[C:16](=[NH:17])[N:14]([CH3:15])[C:12](=[O:13])[CH2:11]2)[CH:5]=[CH:6][CH:7]=1. The catalyst class is: 9. (4) Reactant: [CH3:1][C:2]1[CH:7]=[CH:6][C:5]([NH:8][C:9](=[O:20])[C:10]2[CH:15]=[CH:14][CH:13]=[C:12]([C:16]([F:19])([F:18])[F:17])[CH:11]=2)=[CH:4][C:3]=1[C:21]1[C:30](=[O:31])[N:29]([CH3:32])[C:28]2[N:27]=[C:26](Cl)[N:25]=[CH:24][C:23]=2[N:22]=1.[CH3:34][NH2:35].C1COCC1. Product: [CH3:1][C:2]1[CH:7]=[CH:6][C:5]([NH:8][C:9](=[O:20])[C:10]2[CH:15]=[CH:14][CH:13]=[C:12]([C:16]([F:19])([F:18])[F:17])[CH:11]=2)=[CH:4][C:3]=1[C:21]1[C:30](=[O:31])[N:29]([CH3:32])[C:28]2[N:27]=[C:26]([NH:35][CH3:34])[N:25]=[CH:24][C:23]=2[N:22]=1. The catalyst class is: 16.